Dataset: Merck oncology drug combination screen with 23,052 pairs across 39 cell lines. Task: Regression. Given two drug SMILES strings and cell line genomic features, predict the synergy score measuring deviation from expected non-interaction effect. (1) Drug 1: CN1C(=O)C=CC2(C)C3CCC4(C)C(NC(=O)OCC(F)(F)F)CCC4C3CCC12. Drug 2: CC1(c2nc3c(C(N)=O)cccc3[nH]2)CCCN1. Synergy scores: synergy=3.52. Cell line: HT29. (2) Drug 1: CN(Cc1cnc2nc(N)nc(N)c2n1)c1ccc(C(=O)NC(CCC(=O)O)C(=O)O)cc1. Drug 2: Cn1nnc2c(C(N)=O)ncn2c1=O. Cell line: CAOV3. Synergy scores: synergy=-40.8. (3) Drug 1: C#Cc1cccc(Nc2ncnc3cc(OCCOC)c(OCCOC)cc23)c1. Drug 2: Cn1c(=O)n(-c2ccc(C(C)(C)C#N)cc2)c2c3cc(-c4cnc5ccccc5c4)ccc3ncc21. Cell line: OCUBM. Synergy scores: synergy=28.3. (4) Cell line: LNCAP. Drug 2: C#Cc1cccc(Nc2ncnc3cc(OCCOC)c(OCCOC)cc23)c1. Drug 1: CCC1=CC2CN(C1)Cc1c([nH]c3ccccc13)C(C(=O)OC)(c1cc3c(cc1OC)N(C)C1C(O)(C(=O)OC)C(OC(C)=O)C4(CC)C=CCN5CCC31C54)C2. Synergy scores: synergy=-3.95. (5) Drug 1: CN(Cc1cnc2nc(N)nc(N)c2n1)c1ccc(C(=O)NC(CCC(=O)O)C(=O)O)cc1. Drug 2: CCc1cnn2c(NCc3ccc[n+]([O-])c3)cc(N3CCCCC3CCO)nc12. Cell line: A2058. Synergy scores: synergy=-13.7. (6) Drug 1: O=C(O)C1(Cc2cccc(Nc3nccs3)n2)CCC(Oc2cccc(Cl)c2F)CC1. Drug 2: Cn1cc(-c2cnn3c(N)c(Br)c(C4CCCNC4)nc23)cn1. Cell line: HT144. Synergy scores: synergy=-6.36. (7) Drug 1: O=S1(=O)NC2(CN1CC(F)(F)F)C1CCC2Cc2cc(C=CCN3CCC(C(F)(F)F)CC3)ccc2C1. Drug 2: Cn1cc(-c2cnn3c(N)c(Br)c(C4CCCNC4)nc23)cn1. Cell line: EFM192B. Synergy scores: synergy=6.84. (8) Drug 1: O=C(O)C1(Cc2cccc(Nc3nccs3)n2)CCC(Oc2cccc(Cl)c2F)CC1. Drug 2: CCc1c2c(nc3ccc(O)cc13)-c1cc3c(c(=O)n1C2)COC(=O)C3(O)CC. Cell line: A375. Synergy scores: synergy=3.30. (9) Drug 1: CCC1(O)CC2CN(CCc3c([nH]c4ccccc34)C(C(=O)OC)(c3cc4c(cc3OC)N(C)C3C(O)(C(=O)OC)C(OC(C)=O)C5(CC)C=CCN6CCC43C65)C2)C1. Drug 2: Cn1cc(-c2cnn3c(N)c(Br)c(C4CCCNC4)nc23)cn1. Cell line: A427. Synergy scores: synergy=-22.2. (10) Drug 1: NC(=O)c1cccc2cn(-c3ccc(C4CCCNC4)cc3)nc12. Drug 2: Cn1cc(-c2cnn3c(N)c(Br)c(C4CCCNC4)nc23)cn1. Cell line: SKMEL30. Synergy scores: synergy=23.4.